Dataset: Reaction yield outcomes from USPTO patents with 853,638 reactions. Task: Predict the reaction yield, written as a fraction of the theoretical maximum amount of product (1.0 means a 100% yield; for example, 0.34 means a 34% yield). (1) The reactants are [OH:1][C:2]1[CH:7]=[CH:6][C:5]([C:8]2[N:13]=[CH:12][N:11]=[C:10]([NH:14][C@H:15]([C:23]([O:25][CH3:26])=[O:24])[CH2:16][C:17]3[CH:22]=[CH:21][CH:20]=[CH:19][CH:18]=3)[CH:9]=2)=[CH:4][CH:3]=1.C(=O)([O-])[O-].[K+].[K+].CC(C)=O.Br[CH2:38][CH:39]1[CH2:41][CH2:40]1. The catalyst is CN(C=O)C. The product is [CH:39]1([CH2:38][O:1][C:2]2[CH:7]=[CH:6][C:5]([C:8]3[N:13]=[CH:12][N:11]=[C:10]([NH:14][C@H:15]([C:23]([O:25][CH3:26])=[O:24])[CH2:16][C:17]4[CH:22]=[CH:21][CH:20]=[CH:19][CH:18]=4)[CH:9]=3)=[CH:4][CH:3]=2)[CH2:41][CH2:40]1. The yield is 1.00. (2) The reactants are Br[C:2]1[N:6]2[C:7]3[C:12]([N:13]=[C:14]([CH3:15])[C:5]2=[C:4]([CH3:17])[N:3]=1)=[CH:11][CH:10]=[C:9]([F:16])[CH:8]=3.[CH3:18][O:19][C:20]1[CH:25]=[CH:24][CH:23]=[CH:22][C:21]=1B(O)O.C([O-])([O-])=O.[K+].[K+]. The catalyst is C1C=CC([P]([Pd]([P](C2C=CC=CC=2)(C2C=CC=CC=2)C2C=CC=CC=2)([P](C2C=CC=CC=2)(C2C=CC=CC=2)C2C=CC=CC=2)[P](C2C=CC=CC=2)(C2C=CC=CC=2)C2C=CC=CC=2)(C2C=CC=CC=2)C2C=CC=CC=2)=CC=1. The product is [F:16][C:9]1[CH:8]=[C:7]2[C:12]([N:13]=[C:14]([CH3:15])[C:5]3[N:6]2[C:2]([C:21]2[CH:22]=[CH:23][CH:24]=[CH:25][C:20]=2[O:19][CH3:18])=[N:3][C:4]=3[CH3:17])=[CH:11][CH:10]=1. The yield is 0.900. (3) The reactants are [NH2:1][C:2]1[C:11]([F:12])=[C:10](F)[C:9]([O:14][CH3:15])=[C:8]2[C:3]=1[C:4](=[O:19])[C:5]([C:16]([OH:18])=[O:17])=[CH:6][NH:7]2.[N:20]1[CH:25]=[CH:24][CH:23]=[CH:22][C:21]=1[NH:26][CH2:27][CH2:28][NH2:29].C(N(CC)CC)C. The catalyst is CS(C)=O. The product is [NH2:1][C:2]1[C:11]([F:12])=[C:10]([NH:29][CH2:28][CH2:27][NH:26][C:21]2[CH:22]=[CH:23][CH:24]=[CH:25][N:20]=2)[C:9]([O:14][CH3:15])=[C:8]2[C:3]=1[C:4](=[O:19])[C:5]([C:16]([OH:18])=[O:17])=[CH:6][NH:7]2. The yield is 0.230. (4) The reactants are [CH3:1][N:2]([CH2:7][C:8]1[C:16]2[C:11](=[CH:12][CH:13]=[CH:14][CH:15]=2)[NH:10][C:9]=1[CH3:17])[C:3](=[O:6])[CH:4]=[CH2:5].[NH2:18][C:19]1[N:24]=[CH:23][C:22](Br)=[CH:21][N:20]=1.C1(C)C=CC=CC=1P(C1C=CC=CC=1C)C1C=CC=CC=1C.C(N(C(C)C)CC)(C)C. The catalyst is C(#N)CC.CN(C=O)C.CC([O-])=O.CC([O-])=O.[Pd+2]. The product is [NH2:18][C:19]1[N:24]=[CH:23][C:22](/[CH:5]=[CH:4]/[C:3]([N:2]([CH2:7][C:8]2[C:16]3[C:11](=[CH:12][CH:13]=[CH:14][CH:15]=3)[NH:10][C:9]=2[CH3:17])[CH3:1])=[O:6])=[CH:21][N:20]=1. The yield is 0.650. (5) The reactants are C(N(CC)CC)C.[CH3:8][C@H:9]1[NH:14][CH2:13][CH2:12][N:11]([C:15]2[N:16]([CH2:37][C:38]([F:41])([F:40])[F:39])[C:17]3[C:22]([N:23]=2)=[C:21]([N:24]2[CH2:29][CH2:28][O:27][CH2:26][CH2:25]2)[N:20]=[C:19]([C:30]2[CH:31]=[N:32][C:33]([NH2:36])=[N:34][CH:35]=2)[N:18]=3)[CH2:10]1.C([O:45][CH2:46][C:47](Cl)=[O:48])(=O)C.C[O-].[Na+].CO. The catalyst is C(Cl)Cl.CO.O1CCCC1.C(Cl)Cl.CO. The product is [NH2:36][C:33]1[N:34]=[CH:35][C:30]([C:19]2[N:18]=[C:17]3[C:22]([N:23]=[C:15]([N:11]4[CH2:12][CH2:13][N:14]([C:46](=[O:45])[CH2:47][OH:48])[C@H:9]([CH3:8])[CH2:10]4)[N:16]3[CH2:37][C:38]([F:41])([F:39])[F:40])=[C:21]([N:24]3[CH2:25][CH2:26][O:27][CH2:28][CH2:29]3)[N:20]=2)=[CH:31][N:32]=1. The yield is 0.870. (6) The reactants are Br[C:2]1[CH:3]=[C:4]([CH:13]=[CH:14][CH:15]=1)[O:5][Si:6]([C:9]([CH3:12])([CH3:11])[CH3:10])([CH3:8])[CH3:7].[Li]CCCC.[C:21]([O:25][C:26]([N:28]1[CH2:33][CH2:32][CH:31]([C:34](=[O:39])N(OC)C)[CH2:30][CH2:29]1)=[O:27])([CH3:24])([CH3:23])[CH3:22]. The catalyst is C1COCC1. The product is [C:21]([O:25][C:26]([N:28]1[CH2:33][CH2:32][CH:31]([C:34](=[O:39])[C:2]2[CH:15]=[CH:14][CH:13]=[C:4]([O:5][Si:6]([C:9]([CH3:12])([CH3:11])[CH3:10])([CH3:8])[CH3:7])[CH:3]=2)[CH2:30][CH2:29]1)=[O:27])([CH3:24])([CH3:23])[CH3:22]. The yield is 0.570. (7) The reactants are [NH2:1][CH:2]1[CH2:11][C:10]2[C:9]([C:12]([NH2:14])=[O:13])=[CH:8][CH:7]=[C:6]([F:15])[C:5]=2[O:4][CH2:3]1.O=[C:17]([CH3:31])[CH2:18][CH2:19][C:20]1[C:28]2[C:23](=[CH:24][CH:25]=[C:26]([C:29]#[N:30])[CH:27]=2)[NH:22][CH:21]=1.C(O)(=O)C.C(O[BH-](OC(=O)C)OC(=O)C)(=O)C.[Na+]. The catalyst is ClCCCl.C(Cl)Cl.CO. The product is [C:29]([C:26]1[CH:27]=[C:28]2[C:23](=[CH:24][CH:25]=1)[NH:22][CH:21]=[C:20]2[CH2:19][CH2:18][CH:17]([NH:1][CH:2]1[CH2:11][C:10]2[C:9]([C:12]([NH2:14])=[O:13])=[CH:8][CH:7]=[C:6]([F:15])[C:5]=2[O:4][CH2:3]1)[CH3:31])#[N:30]. The yield is 0.720. (8) The reactants are [CH3:1][N:2]1[C:10]2[C:5](=[CH:6][CH:7]=[CH:8][CH:9]=2)[CH2:4][C:3]1=[O:11].[H-].[Na+].CC1C=CC(S(O[CH2:25][CH2:26][O:27][CH2:28][CH2:29]C2C=C(C)C=CC=2S([O-])(=O)=O)(=O)=O)=CC=1.[Cl-].[NH4+]. The catalyst is O.CO.CN(C)C=O. The product is [CH3:1][N:2]1[C:10]2[C:5](=[CH:6][CH:7]=[CH:8][CH:9]=2)[C:4]2([CH2:29][CH2:28][O:27][CH2:26][CH2:25]2)[C:3]1=[O:11]. The yield is 0.430. (9) The reactants are N1CCOCC1.[C:7]([Si:11]([CH3:27])([CH3:26])[O:12][CH2:13][CH2:14][CH2:15][C:16]1[C:17]([C:24]#[N:25])=[C:18]([S-:23])[NH:19][C:20](=[O:22])[CH:21]=1)([CH3:10])([CH3:9])[CH3:8].Br[CH2:29][C:30]([NH2:32])=[O:31]. The catalyst is C1COCC1. The product is [C:7]([Si:11]([CH3:27])([CH3:26])[O:12][CH2:13][CH2:14][CH2:15][C:16]1[C:17]([C:24]#[N:25])=[C:18]([S:23][CH2:29][C:30]([NH2:32])=[O:31])[NH:19][C:20](=[O:22])[CH:21]=1)([CH3:8])([CH3:9])[CH3:10]. The yield is 0.440.